This data is from Forward reaction prediction with 1.9M reactions from USPTO patents (1976-2016). The task is: Predict the product of the given reaction. (1) Given the reactants [CH2:1]([O:3][C:4](=[O:13])[CH2:5][C:6]1[CH:7]=[C:8]([CH3:12])[CH:9]=[CH:10][CH:11]=1)[CH3:2].C1C(=O)N([Br:21])C(=O)C1.C(OOC(=O)C1C=CC=CC=1)(=O)C1C=CC=CC=1, predict the reaction product. The product is: [Br:21][CH2:12][C:8]1[CH:7]=[C:6]([CH2:5][C:4]([O:3][CH2:1][CH3:2])=[O:13])[CH:11]=[CH:10][CH:9]=1. (2) The product is: [OH:1][C:2]([CH3:34])([CH3:35])[CH2:3][C@@:4]1([C:28]2[CH:33]=[CH:32][CH:31]=[CH:30][CH:29]=2)[O:9][C:8](=[O:10])[N:7]([C@H:11]([C:13]2[CH:14]=[CH:15][C:16]([C:37]3[CH:44]=[CH:43][C:40]([C:41]#[N:42])=[CH:39][N:38]=3)=[CH:17][CH:18]=2)[CH3:12])[CH2:6][CH2:5]1. Given the reactants [OH:1][C:2]([CH3:35])([CH3:34])[CH2:3][C@@:4]1([C:28]2[CH:33]=[CH:32][CH:31]=[CH:30][CH:29]=2)[O:9][C:8](=[O:10])[N:7]([C@H:11]([C:13]2[CH:18]=[CH:17][C:16](B3OC(C)(C)C(C)(C)O3)=[CH:15][CH:14]=2)[CH3:12])[CH2:6][CH2:5]1.Br[C:37]1[CH:44]=[CH:43][C:40]([C:41]#[N:42])=[CH:39][N:38]=1.C([O-])([O-])=O.[Cs+].[Cs+], predict the reaction product. (3) Given the reactants [Cl-].[Ca+2].[Cl-].[O:4]1[CH:6]([CH2:7][CH2:8][CH2:9][CH2:10][CH2:11][CH2:12][CH2:13][CH2:14][CH2:15][CH2:16][CH2:17][CH3:18])[CH2:5]1.S(=O)(=O)(O)O.[CH2:24]([OH:28])[CH:25]([OH:27])[CH3:26].C(=O)([O-])O.[Na+], predict the reaction product. The product is: [OH:4][CH2:5][CH2:6][CH2:7][CH2:8][CH2:9][CH2:10][CH2:11][CH2:12][CH2:13][CH2:14][CH2:15][CH2:16][CH2:17][CH2:18][O:28][CH2:24][CH:25]([OH:27])[CH3:26].